Dataset: NCI-60 drug combinations with 297,098 pairs across 59 cell lines. Task: Regression. Given two drug SMILES strings and cell line genomic features, predict the synergy score measuring deviation from expected non-interaction effect. Drug 1: C(CN)CNCCSP(=O)(O)O. Drug 2: COCCOC1=C(C=C2C(=C1)C(=NC=N2)NC3=CC=CC(=C3)C#C)OCCOC.Cl. Cell line: NCI-H522. Synergy scores: CSS=23.9, Synergy_ZIP=-7.80, Synergy_Bliss=-1.04, Synergy_Loewe=-37.1, Synergy_HSA=0.669.